This data is from Reaction yield outcomes from USPTO patents with 853,638 reactions. The task is: Predict the reaction yield, written as a fraction of the theoretical maximum amount of product (1.0 means a 100% yield; for example, 0.34 means a 34% yield). The reactants are [C:1]([O:5][C:6]([NH:8][CH:9]([C:28](=[O:32])[N:29]([CH3:31])[CH3:30])[C:10]1[CH:27]=[CH:26][C:13]([O:14][C:15]2[CH:20]=[CH:19][C:18]([CH2:21][CH2:22][C:23](O)=[O:24])=[CH:17][CH:16]=2)=[CH:12][CH:11]=1)=[O:7])([CH3:4])([CH3:3])[CH3:2].C([N:35](CC)CC)C.CN([P+](ON1N=NC2C=CC=CC1=2)(N(C)C)N(C)C)C.F[P-](F)(F)(F)(F)F. The catalyst is C(Cl)Cl. The product is [C:1]([O:5][C:6](=[O:7])[NH:8][CH:9]([C:10]1[CH:11]=[CH:12][C:13]([O:14][C:15]2[CH:16]=[CH:17][C:18]([CH2:21][CH2:22][C:23](=[O:24])[NH2:35])=[CH:19][CH:20]=2)=[CH:26][CH:27]=1)[C:28](=[O:32])[N:29]([CH3:30])[CH3:31])([CH3:3])([CH3:4])[CH3:2]. The yield is 1.00.